Dataset: Full USPTO retrosynthesis dataset with 1.9M reactions from patents (1976-2016). Task: Predict the reactants needed to synthesize the given product. Given the product [C:1]([O:5][C:6]([N:8]1[CH2:9][CH2:10][N:11]([CH2:14][C:15]2[CH:20]=[C:19]([O:21][C:22]([F:24])([F:25])[F:23])[CH:18]=[C:17]([C:26]([OH:28])=[O:27])[CH:16]=2)[CH2:12][CH2:13]1)=[O:7])([CH3:4])([CH3:2])[CH3:3], predict the reactants needed to synthesize it. The reactants are: [C:1]([O:5][C:6]([N:8]1[CH2:13][CH2:12][N:11]([CH2:14][C:15]2[CH:20]=[C:19]([O:21][C:22]([F:25])([F:24])[F:23])[CH:18]=[C:17]([C:26]([O:28]CC)=[O:27])[CH:16]=2)[CH2:10][CH2:9]1)=[O:7])([CH3:4])([CH3:3])[CH3:2].C(OC(N1CCN(CC2C=CC(C(O)=O)=CC=2C(F)(F)F)CC1)=O)(C)(C)C.